This data is from Full USPTO retrosynthesis dataset with 1.9M reactions from patents (1976-2016). The task is: Predict the reactants needed to synthesize the given product. (1) Given the product [Br:17][CH2:15][C:14]([C:11]1[CH2:10][CH:9]([C:3]2[C:4]([F:8])=[CH:5][CH:6]=[CH:7][C:2]=2[F:1])[O:13][N:12]=1)=[O:16], predict the reactants needed to synthesize it. The reactants are: [F:1][C:2]1[CH:7]=[CH:6][CH:5]=[C:4]([F:8])[C:3]=1[CH:9]1[O:13][N:12]=[C:11]([C:14](=[O:16])[CH3:15])[CH2:10]1.[Br:17]Br.BrBr.ClCCl. (2) Given the product [Br:1][C:2]1[CH:9]=[CH:8][C:5]([CH:6]([CH:10]2[CH2:15][CH2:14][CH2:13][CH2:12][CH2:11]2)[OH:7])=[CH:4][CH:3]=1, predict the reactants needed to synthesize it. The reactants are: [Br:1][C:2]1[CH:9]=[CH:8][C:5]([CH:6]=[O:7])=[CH:4][CH:3]=1.[CH:10]1([Mg]Cl)[CH2:15][CH2:14][CH2:13][CH2:12][CH2:11]1.C(OCC)C. (3) Given the product [Br:25][C:8]1[N:9]2[C:18]3[C:13]([CH2:12][CH2:11][C:10]2=[C:6]([C:4]([OH:5])=[O:3])[N:7]=1)=[CH:14][C:15]([O:23][CH3:24])=[C:16]([O:19][CH:20]([CH3:22])[CH3:21])[CH:17]=3, predict the reactants needed to synthesize it. The reactants are: C([O:3][C:4]([C:6]1[N:7]=[C:8]([Br:25])[N:9]2[C:18]3[C:13](=[CH:14][C:15]([O:23][CH3:24])=[C:16]([O:19][CH:20]([CH3:22])[CH3:21])[CH:17]=3)[CH2:12][CH2:11][C:10]=12)=[O:5])C.C(O)C.C1COCC1.[OH-].[Na+].